This data is from Forward reaction prediction with 1.9M reactions from USPTO patents (1976-2016). The task is: Predict the product of the given reaction. (1) Given the reactants [N:1]1[CH:6]=[CH:5][CH:4]=[CH:3][C:2]=1[NH:7][CH2:8][CH2:9][CH2:10][CH2:11][C:12]([O:14][CH3:15])=[O:13].[C:16](O[C:16]([O:18][C:19]([CH3:22])([CH3:21])[CH3:20])=[O:17])([O:18][C:19]([CH3:22])([CH3:21])[CH3:20])=[O:17], predict the reaction product. The product is: [C:19]([O:18][C:16]([N:7]([C:2]1[CH:3]=[CH:4][CH:5]=[CH:6][N:1]=1)[CH2:8][CH2:9][CH2:10][CH2:11][C:12]([O:14][CH3:15])=[O:13])=[O:17])([CH3:22])([CH3:21])[CH3:20]. (2) Given the reactants [C:1]([O:5][C:6]([NH:8][C:9]1[C:10]([CH3:21])=[N:11][C:12]([O:16][CH2:17][C:18]([OH:20])=O)=[N:13][C:14]=1[CH3:15])=[O:7])([CH3:4])([CH3:3])[CH3:2].[CH:22]1([CH2:25][N:26]2[CH2:31][CH2:30][CH:29]([NH:32][CH3:33])[CH2:28][CH2:27]2)[CH2:24][CH2:23]1.C(N(CC)CC)C.C([O-])(=O)C, predict the reaction product. The product is: [CH:22]1([CH2:25][N:26]2[CH2:31][CH2:30][CH:29]([N:32]([CH3:33])[C:18](=[O:20])[CH2:17][O:16][C:12]3[N:13]=[C:14]([CH3:15])[C:9]([NH:8][C:6](=[O:7])[O:5][C:1]([CH3:2])([CH3:3])[CH3:4])=[C:10]([CH3:21])[N:11]=3)[CH2:28][CH2:27]2)[CH2:23][CH2:24]1. (3) Given the reactants [CH2:1]([O:3][C:4]([C:6]1[CH:10]=[C:9]([CH2:11][CH3:12])[S:8][C:7]=1N)=[O:5])[CH3:2].N(OC(C)(C)C)=O.[Cl-].[NH4+], predict the reaction product. The product is: [CH2:1]([O:3][C:4]([C:6]1[CH:10]=[C:9]([CH2:11][CH3:12])[S:8][CH:7]=1)=[O:5])[CH3:2]. (4) The product is: [ClH:26].[ClH:26].[NH2:1][CH2:4][C:5]([C:7]1[CH:12]=[CH:11][CH:10]=[C:9]([O:13][C:14]2[CH:15]=[CH:16][C:17]([C:20](=[O:25])[CH2:21][NH2:22])=[CH:18][CH:19]=2)[CH:8]=1)=[O:6]. Given the reactants [N:1]([CH2:4][C:5]([C:7]1[CH:12]=[CH:11][CH:10]=[C:9]([O:13][C:14]2[CH:19]=[CH:18][C:17]([C:20](=[O:25])[CH2:21][N:22]=[N+]=[N-])=[CH:16][CH:15]=2)[CH:8]=1)=[O:6])=[N+]=[N-].[ClH:26], predict the reaction product. (5) Given the reactants [Cl:1][C:2]1[N:7]=[C:6]([Cl:8])[C:5]([Cl:9])=[C:4]([Cl:10])[N:3]=1.[CH3:11][C:12]1[CH:18]=[C:17]([CH3:19])[CH:16]=[C:15]([CH3:20])[C:13]=1[NH2:14], predict the reaction product. The product is: [Cl:10][C:4]1[C:5]([Cl:9])=[C:6]([Cl:8])[N:7]=[C:2]([NH:14][C:13]2[C:15]([CH3:20])=[CH:16][C:17]([CH3:19])=[CH:18][C:12]=2[CH3:11])[N:3]=1.[Cl:1][C:2]1[N:3]=[C:4]([NH:14][C:13]2[C:15]([CH3:20])=[CH:16][C:17]([CH3:19])=[CH:18][C:12]=2[CH3:11])[C:5]([Cl:9])=[C:6]([Cl:8])[N:7]=1. (6) Given the reactants [C:1]([C:3]1[CH:4]=[C:5]([C:9]2[CH:14]=[CH:13][C:12]([CH:15]([C:30]3([OH:36])[CH2:35][CH2:34][CH2:33][CH2:32][CH2:31]3)[CH2:16][N:17]3[CH2:22][CH2:21][N:20](C(OC(C)(C)C)=O)[CH2:19][CH2:18]3)=[CH:11][CH:10]=2)[CH:6]=[CH:7][CH:8]=1)#[N:2].[ClH:37], predict the reaction product. The product is: [ClH:37].[ClH:37].[C:1]([C:3]1[CH:4]=[C:5]([C:9]2[CH:10]=[CH:11][C:12]([CH:15]([C:30]3([OH:36])[CH2:35][CH2:34][CH2:33][CH2:32][CH2:31]3)[CH2:16][N:17]3[CH2:18][CH2:19][NH:20][CH2:21][CH2:22]3)=[CH:13][CH:14]=2)[CH:6]=[CH:7][CH:8]=1)#[N:2]. (7) Given the reactants Cl[C:2]1[CH:7]=[CH:6][C:5]([C:8]([F:11])([F:10])[F:9])=[CH:4][N:3]=1.[C:12]([O:16][C:17]([N:19]1[CH2:24][CH2:23][CH:22]([NH2:25])[CH2:21][CH2:20]1)=[O:18])([CH3:15])([CH3:14])[CH3:13].[OH-].[Na+], predict the reaction product. The product is: [C:12]([O:16][C:17]([N:19]1[CH2:24][CH2:23][CH:22]([NH:25][C:2]2[CH:7]=[CH:6][C:5]([C:8]([F:11])([F:10])[F:9])=[CH:4][N:3]=2)[CH2:21][CH2:20]1)=[O:18])([CH3:15])([CH3:13])[CH3:14].